From a dataset of Reaction yield outcomes from USPTO patents with 853,638 reactions. Predict the reaction yield, written as a fraction of the theoretical maximum amount of product (1.0 means a 100% yield; for example, 0.34 means a 34% yield). (1) The reactants are [Br:1][C:2]1[CH:3]=[C:4]([CH2:8][C@H:9]([OH:17])[CH2:10][C:11]2[CH:16]=[CH:15][CH:14]=[CH:13][CH:12]=2)[CH:5]=[CH:6][CH:7]=1.[H-].[Na+].[CH3:20]I. The catalyst is C1COCC1. The product is [Br:1][C:2]1[CH:7]=[CH:6][CH:5]=[C:4]([CH2:8][C@H:9]([O:17][CH3:20])[CH2:10][C:11]2[CH:12]=[CH:13][CH:14]=[CH:15][CH:16]=2)[CH:3]=1. The yield is 0.760. (2) The reactants are [Cl:1][C:2]1[CH:3]=[CH:4][C:5](=[O:8])[NH:6][N:7]=1.[C:9](=O)([O-])[O-].[K+].[K+].CI.O. The catalyst is CN(C=O)C. The product is [Cl:1][C:2]1[CH:3]=[CH:4][C:5](=[O:8])[N:6]([CH3:9])[N:7]=1. The yield is 0.910. (3) The reactants are [C:1]1([N:7]([C:32]2[CH:37]=[CH:36][CH:35]=[CH:34][CH:33]=2)[C:8]2[CH:13]=[CH:12][C:11]([C:14]3[CH:19]=[C:18]([C:20]4[CH:25]=[CH:24][C:23]([C:26]([F:29])([F:28])[F:27])=[CH:22][CH:21]=4)[N:17]=[C:16]([C:30]#[N:31])[CH:15]=3)=[CH:10][CH:9]=2)[CH:6]=[CH:5][CH:4]=[CH:3][CH:2]=1.[N-:38]=[N+:39]=[N-:40].[Na+].[Cl-].[NH4+].O. The catalyst is CN(C=O)C.C(OCC)(=O)C. The product is [NH:38]1[C:30]([C:16]2[CH:15]=[C:14]([C:11]3[CH:10]=[CH:9][C:8]([N:7]([C:1]4[CH:2]=[CH:3][CH:4]=[CH:5][CH:6]=4)[C:32]4[CH:33]=[CH:34][CH:35]=[CH:36][CH:37]=4)=[CH:13][CH:12]=3)[CH:19]=[C:18]([C:20]3[CH:25]=[CH:24][C:23]([C:26]([F:27])([F:28])[F:29])=[CH:22][CH:21]=3)[N:17]=2)=[N:31][N:40]=[N:39]1. The yield is 0.850.